Dataset: Reaction yield outcomes from USPTO patents with 853,638 reactions. Task: Predict the reaction yield, written as a fraction of the theoretical maximum amount of product (1.0 means a 100% yield; for example, 0.34 means a 34% yield). (1) The reactants are [CH3:1][C:2]1[CH:7]=[CH:6][C:5]([S:8]([O:11][CH2:12][CH:13]2[CH2:17][C:16]3[CH:18]=[CH:19][CH:20]=[C:21](Br)[C:15]=3[O:14]2)(=[O:10])=[O:9])=[CH:4][CH:3]=1.[Cl:23][C:24]1[CH:29]=[CH:28][C:27](B(O)O)=[CH:26][CH:25]=1.C(=O)([O-])[O-].[K+].[K+].CC1C=CC(S(OCC2CC3C(C4C=CC=CC=4)=CC=CC=3O2)(=O)=O)=CC=1. The catalyst is CC1C=CC=CC=1[P](C1C=CC=CC=1C)([Pd](Cl)(Cl)[P](C1=C(C)C=CC=C1)(C1C=CC=CC=1C)C1C=CC=CC=1C)C1C=CC=CC=1C. The product is [CH3:1][C:2]1[CH:7]=[CH:6][C:5]([S:8]([O:11][CH2:12][CH:13]2[CH2:17][C:16]3[CH:18]=[CH:19][CH:20]=[C:21]([C:27]4[CH:28]=[CH:29][C:24]([Cl:23])=[CH:25][CH:26]=4)[C:15]=3[O:14]2)(=[O:10])=[O:9])=[CH:4][CH:3]=1. The yield is 0.680. (2) The reactants are [C:1]([O:5][C@@H:6]([C:12]1[C:13]([CH3:45])=[N:14][C:15]2[N:16]([N:30]=[C:31]([C:33](=[O:44])[NH:34][CH2:35][C:36]3[CH:41]=[CH:40][C:39]([F:42])=[C:38]([CH3:43])[CH:37]=3)[CH:32]=2)[C:17]=1[C:18]1[C:19]([CH3:29])=[C:20]2[C:25](=[C:26]([F:28])[CH:27]=1)[O:24][CH2:23][CH2:22][CH2:21]2)[C:7]([O:9][CH2:10][CH3:11])=[O:8])([CH3:4])([CH3:3])[CH3:2].[B-](F)(F)(F)[F:47].[B-](F)(F)(F)F.C1[N+]2(CCl)CC[N+](F)(CC2)C1. The catalyst is C(#N)C.C(Cl)Cl. The product is [C:1]([O:5][C@@H:6]([C:12]1[C:13]([CH3:45])=[N:14][C:15]2[N:16]([N:30]=[C:31]([C:33](=[O:44])[NH:34][CH2:35][C:36]3[CH:41]=[CH:40][C:39]([F:42])=[C:38]([CH3:43])[CH:37]=3)[C:32]=2[F:47])[C:17]=1[C:18]1[C:19]([CH3:29])=[C:20]2[C:25](=[C:26]([F:28])[CH:27]=1)[O:24][CH2:23][CH2:22][CH2:21]2)[C:7]([O:9][CH2:10][CH3:11])=[O:8])([CH3:4])([CH3:3])[CH3:2]. The yield is 0.260. (3) The reactants are [NH:1]1[C:5]2[CH:6]=[CH:7][CH:8]=[CH:9][C:4]=2[N:3]=[C:2]1[C@@H:10]([NH:30][C:31]([NH:33][CH2:34][C:35]([O:37][CH2:38][CH3:39])=[O:36])=[O:32])[CH2:11][C:12]1[CH:17]=[CH:16][C:15]([CH:18]2[S:22](=[O:24])(=[O:23])[N:21](C(C)(C)C)[C:20](=[O:29])[CH2:19]2)=[CH:14][CH:13]=1.[F:40][C:41]([F:46])([F:45])[C:42]([OH:44])=[O:43]. No catalyst specified. The yield is 0.340. The product is [F:40][C:41]([F:46])([F:45])[C:42]([OH:44])=[O:43].[NH:3]1[C:4]2[CH:9]=[CH:8][CH:7]=[CH:6][C:5]=2[N:1]=[C:2]1[C@@H:10]([NH:30][C:31]([NH:33][CH2:34][C:35]([O:37][CH2:38][CH3:39])=[O:36])=[O:32])[CH2:11][C:12]1[CH:17]=[CH:16][C:15]([CH:18]2[S:22](=[O:24])(=[O:23])[NH:21][C:20](=[O:29])[CH2:19]2)=[CH:14][CH:13]=1. (4) The catalyst is CO. The yield is 0.390. The reactants are [F:1][C:2]1[CH:26]=[C:25]([F:27])[CH:24]=[CH:23][C:3]=1[CH2:4][N:5]1[C:9]2=[CH:10][N:11]=[C:12]([C:14](OCC)=[O:15])[CH:13]=[C:8]2[C:7]([CH2:19][O:20][CH2:21][CH3:22])=[CH:6]1.[NH2:28][OH:29].[OH-].[Na+]. The product is [F:1][C:2]1[CH:26]=[C:25]([F:27])[CH:24]=[CH:23][C:3]=1[CH2:4][N:5]1[C:9]2=[CH:10][N:11]=[C:12]([C:14]([NH:28][OH:29])=[O:15])[CH:13]=[C:8]2[C:7]([CH2:19][O:20][CH2:21][CH3:22])=[CH:6]1. (5) The reactants are Cl[C:2]1[CH:7]=[CH:6][N:5]=[C:4]([NH2:8])[C:3]=1[N+:9]([O-:11])=[O:10].CC1(C)C(C)(C)OB([C:20]2[CH:25]=[CH:24][N:23]=[CH:22][CH:21]=2)O1.O.C([O-])([O-])=O.[Na+].[Na+]. The catalyst is C1(C)C=CC=CC=1.[Cl-].[Na+].O.C1C=CC([P]([Pd]([P](C2C=CC=CC=2)(C2C=CC=CC=2)C2C=CC=CC=2)([P](C2C=CC=CC=2)(C2C=CC=CC=2)C2C=CC=CC=2)[P](C2C=CC=CC=2)(C2C=CC=CC=2)C2C=CC=CC=2)(C2C=CC=CC=2)C2C=CC=CC=2)=CC=1.CCO. The product is [N+:9]([C:3]1[C:4]([NH2:8])=[N:5][CH:6]=[CH:7][C:2]=1[C:20]1[CH:25]=[CH:24][N:23]=[CH:22][CH:21]=1)([O-:11])=[O:10]. The yield is 0.288. (6) The yield is 0.850. The product is [OH:3][C:1]1([CH3:2])[C:4]2[C:5](=[C:10]([N+:14]([O-:16])=[O:15])[CH:11]=[CH:12][CH:13]=2)[C:6](=[O:7])[N:18]1[CH3:17]. The catalyst is C(O)C. The reactants are [C:1]([C:4]1[CH:13]=[CH:12][CH:11]=[C:10]([N+:14]([O-:16])=[O:15])[C:5]=1[C:6](OC)=[O:7])(=[O:3])[CH3:2].[CH3:17][NH2:18]. (7) The reactants are S(Cl)(Cl)=O.[O:5]1[CH:9]=[CH:8][CH:7]=[C:6]1[CH:10]=[CH:11][C:12]([OH:14])=[O:13].[CH3:15][CH:16](O)[CH3:17].Cl. The catalyst is C(Cl)(Cl)Cl.CN(C=O)C. The product is [O:5]1[CH:9]=[CH:8][CH:7]=[C:6]1/[CH:10]=[CH:11]/[C:12]([O:14][CH:16]([CH3:17])[CH3:15])=[O:13]. The yield is 0.960. (8) The reactants are [NH2:1][C:2]1[N:3]=[CH:4][C:5]([C:18]2[CH:19]=[C:20]([CH:23]=[CH:24][CH:25]=2)[CH:21]=O)=[N:6][C:7]=1[NH:8][CH2:9][C:10]1[C:15]([Cl:16])=[CH:14][CH:13]=[CH:12][C:11]=1[Cl:17].[NH2:26][CH:27]1[CH2:32][CH2:31][N:30]([C:33]([O:35][C:36]([CH3:39])([CH3:38])[CH3:37])=[O:34])[C@@H:29]([C:40]([O:42][C:43]([CH3:46])([CH3:45])[CH3:44])=[O:41])[CH2:28]1.C([O-])(O)=O.[Na+].C(Cl)Cl. The catalyst is ClCCCl. The product is [NH2:1][C:2]1[N:3]=[CH:4][C:5]([C:18]2[CH:19]=[C:20]([CH:23]=[CH:24][CH:25]=2)[CH2:21][NH:26][CH:27]2[CH2:32][CH2:31][N:30]([C:33]([O:35][C:36]([CH3:37])([CH3:38])[CH3:39])=[O:34])[C@@H:29]([C:40]([O:42][C:43]([CH3:46])([CH3:45])[CH3:44])=[O:41])[CH2:28]2)=[N:6][C:7]=1[NH:8][CH2:9][C:10]1[C:11]([Cl:17])=[CH:12][CH:13]=[CH:14][C:15]=1[Cl:16]. The yield is 0.820. (9) The reactants are C([O:3][C:4]([C:6]1[CH:15]=[CH:14][C:13]2[C:8](=[CH:9][CH:10]=[C:11]([C:16]3[C:24]4[C:19](=[CH:20][CH:21]=[C:22]([C:25]#[N:26])[CH:23]=4)[N:18]([CH:27]4[CH2:32][CH2:31][CH2:30][CH2:29][O:28]4)[N:17]=3)[CH:12]=2)[CH:7]=1)=[O:5])C.O.[OH-].[Li+]. The product is [C:25]([C:22]1[CH:23]=[C:24]2[C:19](=[CH:20][CH:21]=1)[N:18]([CH:27]1[CH2:32][CH2:31][CH2:30][CH2:29][O:28]1)[N:17]=[C:16]2[C:11]1[CH:12]=[C:13]2[C:8](=[CH:9][CH:10]=1)[CH:7]=[C:6]([C:4]([OH:5])=[O:3])[CH:15]=[CH:14]2)#[N:26]. The yield is 1.00. The catalyst is C1COCC1.O.